From a dataset of NCI-60 drug combinations with 297,098 pairs across 59 cell lines. Regression. Given two drug SMILES strings and cell line genomic features, predict the synergy score measuring deviation from expected non-interaction effect. (1) Synergy scores: CSS=44.2, Synergy_ZIP=-2.92, Synergy_Bliss=-8.28, Synergy_Loewe=-15.8, Synergy_HSA=-6.49. Drug 1: CC1=C2C(C(=O)C3(C(CC4C(C3C(C(C2(C)C)(CC1OC(=O)C(C(C5=CC=CC=C5)NC(=O)OC(C)(C)C)O)O)OC(=O)C6=CC=CC=C6)(CO4)OC(=O)C)OC)C)OC. Cell line: MDA-MB-435. Drug 2: CC1=C(C(=O)C2=C(C1=O)N3CC4C(C3(C2COC(=O)N)OC)N4)N. (2) Drug 2: C1=CN(C(=O)N=C1N)C2C(C(C(O2)CO)O)O.Cl. Cell line: NCI-H226. Synergy scores: CSS=13.7, Synergy_ZIP=-5.95, Synergy_Bliss=-0.432, Synergy_Loewe=1.40, Synergy_HSA=1.34. Drug 1: CC1=CC=C(C=C1)C2=CC(=NN2C3=CC=C(C=C3)S(=O)(=O)N)C(F)(F)F. (3) Drug 1: CN(C(=O)NC(C=O)C(C(C(CO)O)O)O)N=O. Drug 2: COCCOC1=C(C=C2C(=C1)C(=NC=N2)NC3=CC=CC(=C3)C#C)OCCOC.Cl. Cell line: NCI-H226. Synergy scores: CSS=0.822, Synergy_ZIP=1.66, Synergy_Bliss=5.75, Synergy_Loewe=0.0285, Synergy_HSA=0.945. (4) Drug 1: C1CCC(CC1)NC(=O)N(CCCl)N=O. Drug 2: CC1CCC2CC(C(=CC=CC=CC(CC(C(=O)C(C(C(=CC(C(=O)CC(OC(=O)C3CCCCN3C(=O)C(=O)C1(O2)O)C(C)CC4CCC(C(C4)OC)O)C)C)O)OC)C)C)C)OC. Cell line: OVCAR-8. Synergy scores: CSS=10.6, Synergy_ZIP=-13.9, Synergy_Bliss=-12.6, Synergy_Loewe=-10.8, Synergy_HSA=-9.61.